From a dataset of Forward reaction prediction with 1.9M reactions from USPTO patents (1976-2016). Predict the product of the given reaction. (1) Given the reactants [H-].[Na+].[O:3]1[CH:7]=[CH:6][CH:5]=[C:4]1[CH2:8][NH:9][S:10]([CH3:13])(=[O:12])=[O:11].Br[CH2:15][CH:16]([CH3:18])[CH3:17], predict the reaction product. The product is: [O:3]1[CH:7]=[CH:6][CH:5]=[C:4]1[CH2:8][N:9]([CH2:17][C:16]([CH3:18])=[CH2:15])[S:10]([CH3:13])(=[O:12])=[O:11]. (2) Given the reactants [C:1]([N:5]([C:7]([CH3:16])([CH3:15])[C:8]([NH:10][C:11]([CH3:14])([CH3:13])[CH3:12])=[O:9])[OH:6])([CH3:4])([CH3:3])[CH3:2].[C:17]1([CH:23](Cl)[C:24]2[CH:29]=[CH:28][CH:27]=[CH:26][CH:25]=2)[CH:22]=[CH:21][CH:20]=[CH:19][CH:18]=1, predict the reaction product. The product is: [C:17]1([CH:23]([C:24]2[CH:25]=[CH:26][CH:27]=[CH:28][CH:29]=2)[O:6][N:5]([C:1]([CH3:4])([CH3:3])[CH3:2])[C:7]([CH3:16])([CH3:15])[C:8]([NH:10][C:11]([CH3:14])([CH3:13])[CH3:12])=[O:9])[CH:22]=[CH:21][CH:20]=[CH:19][CH:18]=1. (3) Given the reactants [C:1]([O:5][C:6]([NH:8][C:9]([NH2:11])=[S:10])=[O:7])([CH3:4])([CH3:3])[CH3:2].Br[CH2:13][C:14](=O)[S:15][CH3:16], predict the reaction product. The product is: [CH3:16][S:15][C:14]1[N:11]=[C:9]([NH:8][C:6](=[O:7])[O:5][C:1]([CH3:4])([CH3:2])[CH3:3])[S:10][CH:13]=1. (4) Given the reactants Cl.[F:2][C:3]([F:21])([F:20])[C:4]1[N:5]=[C:6]([C:9]2[O:13][N:12]=[C:11]([C@H:14]3[CH2:19][CH2:18][CH2:17][NH:16][CH2:15]3)[N:10]=2)[NH:7][CH:8]=1.C(N(CC)CC)C.[F:29][C:30]1[CH:38]=[CH:37][C:33]([C:34](Cl)=[O:35])=[CH:32][CH:31]=1, predict the reaction product. The product is: [F:29][C:30]1[CH:38]=[CH:37][C:33]([C:34]([N:16]2[CH2:17][CH2:18][CH2:19][C@H:14]([C:11]3[N:10]=[C:9]([C:6]4[NH:7][CH:8]=[C:4]([C:3]([F:20])([F:2])[F:21])[N:5]=4)[O:13][N:12]=3)[CH2:15]2)=[O:35])=[CH:32][CH:31]=1. (5) Given the reactants Cl[C:2]1[CH:10]=[CH:9][C:5]([C:6]([NH2:8])=[O:7])=[C:4]([NH:11][C:12]2[CH:17]=[CH:16][C:15]([C:18]([N:20]3[CH2:25][CH2:24][N:23]([CH3:26])[CH2:22][CH2:21]3)=[O:19])=[CH:14][CH:13]=2)[N:3]=1.[F:27][C:28]1[CH:33]=[C:32]([F:34])[CH:31]=[CH:30][C:29]=1B(O)O.C([O-])([O-])=O.[K+].[K+], predict the reaction product. The product is: [F:27][C:28]1[CH:33]=[C:32]([F:34])[CH:31]=[CH:30][C:29]=1[C:2]1[CH:10]=[CH:9][C:5]([C:6]([NH2:8])=[O:7])=[C:4]([NH:11][C:12]2[CH:17]=[CH:16][C:15]([C:18]([N:20]3[CH2:25][CH2:24][N:23]([CH3:26])[CH2:22][CH2:21]3)=[O:19])=[CH:14][CH:13]=2)[N:3]=1. (6) The product is: [O:24]=[C:23]1[NH:25][CH:2]2[CH2:1][S:5][CH:4]([CH2:6][CH2:7][CH2:8][CH2:9][C:10]([NH:26][CH2:27][CH2:28][O:29][CH2:30][CH2:31][O:32][CH2:33][CH2:34][NH:35][C:36](=[O:42])[O:37][C:38]([CH3:40])([CH3:39])[CH3:41])=[O:12])[CH:3]2[NH:22]1. Given the reactants [CH2:1]1[S:5][C@@H:4]([CH2:6][CH2:7][CH2:8][CH2:9][C:10]([O:12]C2C=CC([N+]([O-])=O)=CC=2)=O)[CH:3]2[NH:22][C:23]([NH:25][CH:2]12)=[O:24].[NH2:26][CH2:27][CH2:28][O:29][CH2:30][CH2:31][O:32][CH2:33][CH2:34][NH:35][C:36](=[O:42])[O:37][C:38]([CH3:41])([CH3:40])[CH3:39], predict the reaction product. (7) Given the reactants [CH:1]1([C@H:4]2[C@H:13]([CH3:14])[C@@H:12]([NH:15][C:16](=[O:25])[O:17][CH2:18][C:19]3[CH:24]=[CH:23][CH:22]=[CH:21][CH:20]=3)[C:11]3[C:6](=[CH:7][C:8]([O:26][CH3:27])=[CH:9][CH:10]=3)[NH:5]2)[CH2:3][CH2:2]1.C1([C@H]2[C@H](C)[C@@H](NC(=O)[O:44][CH2:45][C:46]3C=CC=CC=3)C3C(=CC(F)=CC=3)N2)CC1.N1C=CC=CC=1.C(Cl)(=O)C.C(=O)(O)[O-].[Na+], predict the reaction product. The product is: [C:45]([N:5]1[C:6]2[C:11](=[CH:10][CH:9]=[C:8]([O:26][CH3:27])[CH:7]=2)[C@H:12]([NH:15][C:16](=[O:25])[O:17][CH2:18][C:19]2[CH:24]=[CH:23][CH:22]=[CH:21][CH:20]=2)[C@@H:13]([CH3:14])[C@@H:4]1[CH:1]1[CH2:3][CH2:2]1)(=[O:44])[CH3:46].